Dataset: NCI-60 drug combinations with 297,098 pairs across 59 cell lines. Task: Regression. Given two drug SMILES strings and cell line genomic features, predict the synergy score measuring deviation from expected non-interaction effect. (1) Drug 1: C1=C(C(=O)NC(=O)N1)F. Drug 2: CN(CC1=CN=C2C(=N1)C(=NC(=N2)N)N)C3=CC=C(C=C3)C(=O)NC(CCC(=O)O)C(=O)O. Cell line: HOP-92. Synergy scores: CSS=23.4, Synergy_ZIP=-6.45, Synergy_Bliss=-1.06, Synergy_Loewe=-0.473, Synergy_HSA=1.45. (2) Drug 1: CS(=O)(=O)OCCCCOS(=O)(=O)C. Drug 2: CC(C)CN1C=NC2=C1C3=CC=CC=C3N=C2N. Cell line: M14. Synergy scores: CSS=-4.83, Synergy_ZIP=0.233, Synergy_Bliss=-2.55, Synergy_Loewe=-4.40, Synergy_HSA=-4.10. (3) Drug 1: C1CC(=O)NC(=O)C1N2CC3=C(C2=O)C=CC=C3N. Drug 2: CC1CCC2CC(C(=CC=CC=CC(CC(C(=O)C(C(C(=CC(C(=O)CC(OC(=O)C3CCCCN3C(=O)C(=O)C1(O2)O)C(C)CC4CCC(C(C4)OC)OCCO)C)C)O)OC)C)C)C)OC. Cell line: UACC62. Synergy scores: CSS=15.6, Synergy_ZIP=-2.47, Synergy_Bliss=3.38, Synergy_Loewe=-0.0414, Synergy_HSA=4.06. (4) Drug 1: C1=NC2=C(N1)C(=S)N=CN2. Cell line: K-562. Synergy scores: CSS=-2.96, Synergy_ZIP=0.669, Synergy_Bliss=-0.252, Synergy_Loewe=-4.42, Synergy_HSA=-4.50. Drug 2: CC1CCC2CC(C(=CC=CC=CC(CC(C(=O)C(C(C(=CC(C(=O)CC(OC(=O)C3CCCCN3C(=O)C(=O)C1(O2)O)C(C)CC4CCC(C(C4)OC)O)C)C)O)OC)C)C)C)OC. (5) Drug 1: C1CN1C2=NC(=NC(=N2)N3CC3)N4CC4. Drug 2: CC12CCC3C(C1CCC2=O)CC(=C)C4=CC(=O)C=CC34C. Cell line: ACHN. Synergy scores: CSS=63.7, Synergy_ZIP=-3.14, Synergy_Bliss=-3.42, Synergy_Loewe=-1.81, Synergy_HSA=-3.69. (6) Drug 1: CS(=O)(=O)C1=CC(=C(C=C1)C(=O)NC2=CC(=C(C=C2)Cl)C3=CC=CC=N3)Cl. Drug 2: C1CN(P(=O)(OC1)NCCCl)CCCl. Cell line: OVCAR-4. Synergy scores: CSS=9.20, Synergy_ZIP=-0.231, Synergy_Bliss=1.45, Synergy_Loewe=0.440, Synergy_HSA=0.813.